Dataset: Full USPTO retrosynthesis dataset with 1.9M reactions from patents (1976-2016). Task: Predict the reactants needed to synthesize the given product. (1) Given the product [Cl:1][C:2]1[CH:3]=[CH:4][C:5]([CH2:6][N:7]2[C:15]3[C:14](=[O:16])[N:13]([CH2:33][CH2:34][OH:35])[C:12](=[O:17])[N:11]([CH3:18])[C:10]=3[N:9]=[C:8]2[O:19][C:20]2[CH:25]=[CH:24][CH:23]=[C:22]([C:26]([F:29])([F:27])[F:28])[CH:21]=2)=[CH:30][CH:31]=1, predict the reactants needed to synthesize it. The reactants are: [Cl:1][C:2]1[CH:31]=[CH:30][C:5]([CH2:6][N:7]2[C:15]3[C:14](=[O:16])[NH:13][C:12](=[O:17])[N:11]([CH3:18])[C:10]=3[N:9]=[C:8]2[O:19][C:20]2[CH:25]=[CH:24][CH:23]=[C:22]([C:26]([F:29])([F:28])[F:27])[CH:21]=2)=[CH:4][CH:3]=1.Br[CH2:33][CH2:34][OH:35].C(=O)([O-])[O-].[Cs+].[Cs+]. (2) Given the product [S:2]([C:5]1[CH:6]=[C:7]([CH:11]=[C:12]([C:14]([F:17])([F:16])[F:15])[CH:13]=1)[C:8]([OH:10])=[O:9])(=[O:4])(=[O:3])[NH2:18], predict the reactants needed to synthesize it. The reactants are: Cl[S:2]([C:5]1[CH:6]=[C:7]([CH:11]=[C:12]([C:14]([F:17])([F:16])[F:15])[CH:13]=1)[C:8]([OH:10])=[O:9])(=[O:4])=[O:3].[NH4+:18].[OH-]. (3) Given the product [CH2:25]([O:24][C:22]([C:21]1[CH:20]=[C:19]([CH:30]=[CH:29][CH:28]=1)[CH2:18][O:13][CH2:12][C@@H:11]([C:14]([OH:16])=[O:15])[NH:10][C:8]([O:7][C:3]([CH3:6])([CH3:4])[CH3:5])=[O:9])=[O:23])[CH:26]=[CH2:27], predict the reactants needed to synthesize it. The reactants are: [H-].[Na+].[C:3]([O:7][C:8]([NH:10][C@H:11]([C:14]([OH:16])=[O:15])[CH2:12][OH:13])=[O:9])([CH3:6])([CH3:5])[CH3:4].I[CH2:18][C:19]1[CH:20]=[C:21]([CH:28]=[CH:29][CH:30]=1)[C:22]([O:24][CH2:25][CH:26]=[CH2:27])=[O:23].Cl. (4) Given the product [Br:6][C:7]1[CH:12]=[C:11]([CH2:13][CH3:14])[C:10]([O:20][CH3:19])=[C:9]([CH2:17][CH3:18])[CH:8]=1, predict the reactants needed to synthesize it. The reactants are: F[B-](F)(F)F.[Br:6][C:7]1[CH:12]=[C:11]([CH2:13][CH3:14])[C:10]([N+]#N)=[C:9]([CH2:17][CH3:18])[CH:8]=1.[CH3:19][OH:20]. (5) Given the product [CH3:26][O:27][N:28]([CH3:29])[C:19](=[O:20])[CH2:18][C@H:17]([C:15]([N:11]1[CH2:12][CH2:13][CH2:14][C@H:10]1[C:2]1[O:1][C:5]2[CH:6]=[CH:7][CH:8]=[CH:9][C:4]=2[N:3]=1)=[O:16])[CH2:22][CH2:23][CH2:24][CH3:25], predict the reactants needed to synthesize it. The reactants are: [O:1]1[C:5]2[CH:6]=[CH:7][CH:8]=[CH:9][C:4]=2[N:3]=[C:2]1[C@@H:10]1[CH2:14][CH2:13][CH2:12][N:11]1[C:15]([C@H:17]([CH2:22][CH2:23][CH2:24][CH3:25])[CH2:18][C:19](O)=[O:20])=[O:16].[CH3:26][O:27][NH:28][CH3:29].C(Cl)CCl.C1C=CC2N(O)N=NC=2C=1.